This data is from Peptide-MHC class I binding affinity with 185,985 pairs from IEDB/IMGT. The task is: Regression. Given a peptide amino acid sequence and an MHC pseudo amino acid sequence, predict their binding affinity value. This is MHC class I binding data. The peptide sequence is WSFLEDRVY. The MHC is HLA-B15:01 with pseudo-sequence HLA-B15:01. The binding affinity (normalized) is 0.655.